Predict the reaction yield, written as a fraction of the theoretical maximum amount of product (1.0 means a 100% yield; for example, 0.34 means a 34% yield). From a dataset of Reaction yield outcomes from USPTO patents with 853,638 reactions. (1) The reactants are O[CH2:2][C@H:3]1[C:11]2[C:10]([N:12]3[CH2:17][CH2:16][N:15]([C:18]([O:20][C:21]([CH3:24])([CH3:23])[CH3:22])=[O:19])[CH2:14][CH2:13]3)=[N:9][CH:8]=[N:7][C:6]=2[CH2:5][CH2:4]1.[F:25]C(F)(S(F)(=O)=O)C(F)(F)C(F)(F)C(F)(F)F.F.F.F.C(N(CC)CC)C.C(N(CC)CC)C. The catalyst is O1CCCC1. The product is [C:21]([O:20][C:18]([N:15]1[CH2:16][CH2:17][N:12]([C:10]2[C:11]3[C@H:3]([CH2:2][F:25])[CH2:4][CH2:5][C:6]=3[N:7]=[CH:8][N:9]=2)[CH2:13][CH2:14]1)=[O:19])([CH3:23])([CH3:22])[CH3:24]. The yield is 0.830. (2) The reactants are [CH:1]([N:14]1[CH2:17][C:16]([CH3:19])([OH:18])[CH2:15]1)([C:8]1[CH:13]=[CH:12][CH:11]=[CH:10][CH:9]=1)[C:2]1[CH:7]=[CH:6][CH:5]=[CH:4][CH:3]=1.[CH3:20]I.[H-].[Na+]. The catalyst is CN(C=O)C. The product is [CH:1]([N:14]1[CH2:17][C:16]([O:18][CH3:20])([CH3:19])[CH2:15]1)([C:8]1[CH:13]=[CH:12][CH:11]=[CH:10][CH:9]=1)[C:2]1[CH:3]=[CH:4][CH:5]=[CH:6][CH:7]=1. The yield is 0.290. (3) The reactants are [Cl:1][C:2]1[C:3]([N:17]2[CH2:22][CH2:21][CH2:20][C@@H:19]([NH:23]C(=O)OC(C)(C)C)[CH2:18]2)=[C:4]2[C:10]([NH:11][C:12](=[O:16])[CH2:13][O:14][CH3:15])=[CH:9][NH:8][C:5]2=[N:6][CH:7]=1.C(O)(C(F)(F)F)=O. The catalyst is C(Cl)Cl. The product is [ClH:1].[NH2:23][C@@H:19]1[CH2:20][CH2:21][CH2:22][N:17]([C:3]2[C:2]([Cl:1])=[CH:7][N:6]=[C:5]3[NH:8][CH:9]=[C:10]([NH:11][C:12](=[O:16])[CH2:13][O:14][CH3:15])[C:4]=23)[CH2:18]1. The yield is 0.980. (4) The reactants are [NH2:1][C:2]1[CH:7]=[CH:6][C:5]([OH:8])=[C:4]([C:9]2[N:13]([CH3:14])[N:12]=[CH:11][CH:10]=2)[CH:3]=1.[C:15]([O:19][C:20]([NH:22][C@@H:23]([CH3:30])[CH2:24]OS(C)(=O)=O)=[O:21])([CH3:18])([CH3:17])[CH3:16].C(=O)([O-])[O-].[Cs+].[Cs+]. The catalyst is CC(C)=O. The product is [NH2:1][C:2]1[CH:7]=[CH:6][C:5]([O:8][CH2:30][C@@H:23]([NH:22][C:20](=[O:21])[O:19][C:15]([CH3:16])([CH3:18])[CH3:17])[CH3:24])=[C:4]([C:9]2[N:13]([CH3:14])[N:12]=[CH:11][CH:10]=2)[CH:3]=1. The yield is 0.346. (5) The reactants are [CH3:1][O:2][C:3]1[CH:4]=[C:5]([C:13]2([CH2:18][NH2:19])[CH2:17][CH2:16][CH2:15][CH2:14]2)[CH:6]=[C:7]([O:11][CH3:12])[C:8]=1[O:9][CH3:10].[O:20]1[C:24]2[CH:25]=[CH:26][CH:27]=[CH:28][C:23]=2[CH:22]=[C:21]1[C:29](Cl)=[O:30].C(N(CC)CC)C. The catalyst is O1CCOCC1. The product is [CH3:12][O:11][C:7]1[CH:6]=[C:5]([C:13]2([CH2:18][NH:19][C:29]([C:21]3[O:20][C:24]4[CH:25]=[CH:26][CH:27]=[CH:28][C:23]=4[CH:22]=3)=[O:30])[CH2:14][CH2:15][CH2:16][CH2:17]2)[CH:4]=[C:3]([O:2][CH3:1])[C:8]=1[O:9][CH3:10]. The yield is 0.117.